From a dataset of Forward reaction prediction with 1.9M reactions from USPTO patents (1976-2016). Predict the product of the given reaction. (1) The product is: [Cl:21][C:20]1[C:13]([N:12]2[CH:11]=[C:5]3[CH:6]=[N:7][CH:8]=[C:9]([F:10])[C:4]3=[N:1]2)=[C:14]([CH:17]=[C:18]([F:22])[CH:19]=1)[C:15]#[N:16]. Given the reactants [N:1]([C:4]1[C:9]([F:10])=[CH:8][N:7]=[CH:6][C:5]=1/[CH:11]=[N:12]/[C:13]1[C:20]([Cl:21])=[CH:19][C:18]([F:22])=[CH:17][C:14]=1[C:15]#[N:16])=[N+]=[N-], predict the reaction product. (2) Given the reactants [N+:1]([C:4]1[CH:5]=[CH:6][C:7]([C:10]([OH:12])=O)=[N:8][CH:9]=1)([O-:3])=[O:2].[NH:13]1[CH2:17][CH2:16][CH2:15][CH2:14]1.CCN(C(C)C)C(C)C.CN(C(ON1N=NC2C=CC=NC1=2)=[N+](C)C)C.F[P-](F)(F)(F)(F)F, predict the reaction product. The product is: [N+:1]([C:4]1[CH:5]=[CH:6][C:7]([C:10]([N:13]2[CH2:17][CH2:16][CH2:15][CH2:14]2)=[O:12])=[N:8][CH:9]=1)([O-:3])=[O:2]. (3) Given the reactants [C:1]1([C:11](Cl)=[O:12])[C:10]2[C:5](=[CH:6][CH:7]=[CH:8][CH:9]=2)[CH:4]=[CH:3][CH:2]=1.[Cl-].[Al+3].[Cl-].[Cl-].[CH3:18][N:19]1[C:24](=[O:25])[C:23]2[CH:26]=[CH:27][S:28][C:22]=2[N:21]([CH2:29][CH:30]([CH3:32])[CH3:31])[C:20]1=[O:33], predict the reaction product. The product is: [CH3:18][N:19]1[C:24](=[O:25])[C:23]2[CH:26]=[C:27]([C:11]([C:1]3[C:10]4[C:5](=[CH:6][CH:7]=[CH:8][CH:9]=4)[CH:4]=[CH:3][CH:2]=3)=[O:12])[S:28][C:22]=2[N:21]([CH2:29][CH:30]([CH3:31])[CH3:32])[C:20]1=[O:33]. (4) Given the reactants [NH2:1][C:2]1[N:7]=[C:6]([C:8]2[CH:13]=[CH:12][C:11]([Cl:14])=[CH:10][CH:9]=2)[C:5]([C:15]2[CH:16]=[CH:17][C:18](=[O:21])[NH:19][N:20]=2)=[CH:4][N:3]=1.[CH3:22]I, predict the reaction product. The product is: [NH2:1][C:2]1[N:7]=[C:6]([C:8]2[CH:13]=[CH:12][C:11]([Cl:14])=[CH:10][CH:9]=2)[C:5]([C:15]2[CH:16]=[CH:17][C:18](=[O:21])[N:19]([CH3:22])[N:20]=2)=[CH:4][N:3]=1. (5) Given the reactants CN1CCOCC1.[Cl-].[C:9]([C:12]1([CH2:18][C:19]2[CH:24]=[CH:23][C:22]([C:25]3[CH:30]=[CH:29][C:28]([F:31])=[CH:27][NH+:26]=3)=[CH:21][CH:20]=2)[CH2:16][CH2:15][C:14](=[O:17])[NH:13]1)([OH:11])=O.[Cl-].[Na+].[NH2:34][CH2:35][CH:36]([OH:43])[CH2:37][C:38]([CH3:42])([CH3:41])[CH2:39][CH3:40].Cl.CN(C)CCCN=C=NCC.ON1C2C=CC=CC=2N=N1, predict the reaction product. The product is: [F:31][C:28]1[CH:29]=[CH:30][C:25]([C:22]2[CH:21]=[CH:20][C:19]([CH2:18][C:12]3([C:9]([NH:34][CH2:35][CH:36]([OH:43])[CH2:37][C:38]([CH3:42])([CH3:41])[CH2:39][CH3:40])=[O:11])[CH2:16][CH2:15][C:14](=[O:17])[NH:13]3)=[CH:24][CH:23]=2)=[N:26][CH:27]=1. (6) Given the reactants [CH2:1]([CH:3]([CH2:6][CH2:7][CH2:8]C)C=O)[CH3:2].C1C=C(CN)C=C(CN)C=1.C(C(CCCC)C[NH:24][CH2:25][C:26]1[CH:31]=[CH:30][CH:29]=[C:28]([CH2:32][NH:33][CH2:34][CH:35](CC)CCCC)[CH:27]=1)C, predict the reaction product. The product is: [CH3:35][CH2:34][NH:33][CH2:32][C:28]1[CH:29]=[CH:30][CH:31]=[C:26]([CH2:25][NH2:24])[C:27]=1[CH2:2][CH2:1][CH2:3][CH2:6][CH2:7][CH3:8]. (7) Given the reactants Cl[C:2]1[N:7]=[C:6]([NH2:8])[CH:5]=[N:4][C:3]=1[C:9]1[CH:14]=[CH:13]N=[CH:11][CH:10]=1.[CH3:15][C:16]1[O:17][CH:18]=[CH:19][CH:20]=1.[C:21]([O-])(=O)C.[K+], predict the reaction product. The product is: [CH3:15][C:16]1[O:17][C:18]([C:2]2[N:7]=[C:6]([NH2:8])[CH:5]=[N:4][C:3]=2[C:9]2[CH:10]=[CH:11][CH:21]=[CH:13][CH:14]=2)=[CH:19][CH:20]=1.